This data is from Peptide-MHC class II binding affinity with 134,281 pairs from IEDB. The task is: Regression. Given a peptide amino acid sequence and an MHC pseudo amino acid sequence, predict their binding affinity value. This is MHC class II binding data. (1) The peptide sequence is KSLAGPISQHNHRPG. The MHC is DRB1_0802 with pseudo-sequence DRB1_0802. The binding affinity (normalized) is 0. (2) The peptide sequence is PRTKYTATISGLKPG. The MHC is DRB1_0101 with pseudo-sequence DRB1_0101. The binding affinity (normalized) is 0.656.